This data is from Full USPTO retrosynthesis dataset with 1.9M reactions from patents (1976-2016). The task is: Predict the reactants needed to synthesize the given product. (1) Given the product [CH3:18][CH:13]1[O:14][CH:15]([CH3:17])[CH2:16][N:11]([C:8]2[CH:7]=[C:3]3[C:4]([O:6][C:21](=[O:20])[NH:1][C:2]3=[CH:10][CH:9]=2)=[O:5])[CH2:12]1, predict the reactants needed to synthesize it. The reactants are: [NH2:1][C:2]1[CH:10]=[CH:9][C:8]([N:11]2[CH2:16][CH:15]([CH3:17])[O:14][CH:13]([CH3:18])[CH2:12]2)=[CH:7][C:3]=1[C:4]([OH:6])=[O:5].O.[O:20]=[C:21](Cl)OC(Cl)(Cl)Cl. (2) The reactants are: [Br:1][C:2]1[CH:3]=[C:4]([CH2:9][OH:10])[CH:5]=[CH:6][C:7]=1[F:8].O[C:12]1[CH:17]=[CH:16][CH:15]=[CH:14][C:13]=1[CH2:18][C:19]([O:21][CH3:22])=[O:20]. Given the product [Br:1][C:2]1[CH:3]=[C:4]([CH:5]=[CH:6][C:7]=1[F:8])[CH2:9][O:10][C:12]1[CH:17]=[CH:16][CH:15]=[CH:14][C:13]=1[CH2:18][C:19]([O:21][CH3:22])=[O:20], predict the reactants needed to synthesize it. (3) Given the product [N:1]1[CH:6]=[CH:5][CH:4]=[C:3]([C:7]2[CH2:11][CH:10]([C:12]3[CH:17]=[CH:16][CH:15]=[CH:14][C:13]=3[OH:18])[N:9]([C:30]([C:28]3[S:29][C:25]([C:20]4[CH:21]=[CH:22][CH:23]=[CH:24][N:19]=4)=[CH:26][CH:27]=3)=[O:31])[N:8]=2)[CH:2]=1, predict the reactants needed to synthesize it. The reactants are: [N:1]1[CH:6]=[CH:5][CH:4]=[C:3]([C:7]2[CH2:11][CH:10]([C:12]3[CH:17]=[CH:16][CH:15]=[CH:14][C:13]=3[OH:18])[NH:9][N:8]=2)[CH:2]=1.[N:19]1[CH:24]=[CH:23][CH:22]=[CH:21][C:20]=1[C:25]1[S:29][C:28]([C:30](O)=[O:31])=[CH:27][CH:26]=1.CCN=C=NCCCN(C)C.